Dataset: Catalyst prediction with 721,799 reactions and 888 catalyst types from USPTO. Task: Predict which catalyst facilitates the given reaction. (1) Reactant: [N:1]1[CH:6]=[CH:5][C:4]([CH2:7][OH:8])=[CH:3][CH:2]=1.C1(P(C2C=CC=CC=2)C2C=CC=CC=2)C=CC=CC=1.CCOC(/N=N/C(OCC)=O)=O.[CH3:40][O:41][C:42]1[C:43]([CH3:70])=[C:44]([C:61]([O:68][CH3:69])=[C:62]([O:66][CH3:67])[C:63]=1[O:64][CH3:65])[CH2:45][C:46]1[CH:47]=[CH:48][C:49](O)=[C:50]([CH:59]=1)[C:51]([N:53]1[CH2:58][CH2:57][CH2:56][CH2:55][CH2:54]1)=[O:52].[OH-].[Na+]. Product: [CH3:40][O:41][C:42]1[C:43]([CH3:70])=[C:44]([C:61]([O:68][CH3:69])=[C:62]([O:66][CH3:67])[C:63]=1[O:64][CH3:65])[CH2:45][C:46]1[CH:47]=[CH:48][C:49]([O:8][CH2:7][C:4]2[CH:5]=[CH:6][N:1]=[CH:2][CH:3]=2)=[C:50]([CH:59]=1)[C:51]([N:53]1[CH2:58][CH2:57][CH2:56][CH2:55][CH2:54]1)=[O:52]. The catalyst class is: 48. (2) Reactant: [ClH:1].Cl.[CH3:3][O:4][CH2:5][C:6]1[CH:11]=[CH:10][C:9]([C:12]2[C:13]([N:18]3[CH2:23][CH2:22][NH:21][CH2:20][CH2:19]3)=[N:14][CH:15]=[CH:16][N:17]=2)=[CH:8][CH:7]=1.[CH3:24][N:25]1[CH:29]=[C:28]([CH:30]=O)[C:27]([CH3:32])=[N:26]1.C(O[BH-](OC(=O)C)OC(=O)C)(=O)C.[Na+].C(=O)(O)[O-].[Na+]. Product: [ClH:1].[CH3:3][O:4][CH2:5][C:6]1[CH:11]=[CH:10][C:9]([C:12]2[C:13]([N:18]3[CH2:23][CH2:22][N:21]([CH2:30][C:28]4[C:27]([CH3:32])=[N:26][N:25]([CH3:24])[CH:29]=4)[CH2:20][CH2:19]3)=[N:14][CH:15]=[CH:16][N:17]=2)=[CH:8][CH:7]=1. The catalyst class is: 7. (3) Reactant: [O:1]=C[C@@H]([C@H]([C@@H]([C@@H](CO)O)O)O)O.OP([O-])(O)=O.[K+].OP([O-])([O-])=O.[K+].[K+].[Cl-].[K+].O(O)O.[OH:31][C@H:32]1[CH2:37][CH2:36][C@H:35]2[C@H:38]3[C@H:47]([CH2:48][CH2:49][C@:33]12[CH3:34])[C@@H:46]1[C:41](=[CH:42][C:43](=[O:50])[CH2:44][CH2:45]1)[CH2:40][C@H:39]3[CH3:51]. Product: [OH:1][C@@H:48]1[CH2:49][C@@:33]2([CH3:34])[C@@H:35]([CH2:36][CH2:37][C:32]2=[O:31])[C@H:38]2[C@H:47]1[C@@H:46]1[C:41]([CH2:40][C@H:39]2[CH3:51])=[CH:42][C:43](=[O:50])[CH2:44][CH2:45]1. The catalyst class is: 3. (4) Reactant: [F:1][C:2]1[CH:42]=[N:41][C:5]2[N:6]([C:31]3[CH:32]=[C:33]([CH:38]=[CH:39][CH:40]=3)[C:34]([O:36]C)=[O:35])[C:7](=[O:30])[N:8]([C@H:11]3[CH2:16][CH2:15][C@@H:14]([NH:17][C:18]([C:20]4[N:21]=[C:22]5[CH:27]=[CH:26][C:25]([F:28])=[CH:24][N:23]5[CH:29]=4)=[O:19])[CH2:13][CH2:12]3)[C:9](=[O:10])[C:4]=2[CH:3]=1.[OH-].[Li+].C(O)(=O)C. Product: [F:1][C:2]1[CH:42]=[N:41][C:5]2[N:6]([C:31]3[CH:32]=[C:33]([CH:38]=[CH:39][CH:40]=3)[C:34]([OH:36])=[O:35])[C:7](=[O:30])[N:8]([C@H:11]3[CH2:12][CH2:13][C@@H:14]([NH:17][C:18]([C:20]4[N:21]=[C:22]5[CH:27]=[CH:26][C:25]([F:28])=[CH:24][N:23]5[CH:29]=4)=[O:19])[CH2:15][CH2:16]3)[C:9](=[O:10])[C:4]=2[CH:3]=1. The catalyst class is: 38.